From a dataset of Retrosynthesis with 50K atom-mapped reactions and 10 reaction types from USPTO. Predict the reactants needed to synthesize the given product. (1) Given the product COc1cccc(CNC(=O)C(C)(C)c2ccc(S(=O)(=O)/C=C/C#N)cc2)c1, predict the reactants needed to synthesize it. The reactants are: CC(C)(C(=O)O)c1ccc(S(=O)(=O)/C=C/C#N)cc1.COc1cccc(CN)c1. (2) Given the product COC(=O)[C@@H](Cc1ccccc1)NC(=O)OCc1ccc(COc2ccccc2)cc1, predict the reactants needed to synthesize it. The reactants are: COC(=O)[C@@H](Cc1ccccc1)N=C=O.OCc1ccc(COc2ccccc2)cc1. (3) Given the product COC(=O)NN=C(C)c1cc(Cl)ccc1NS(=O)(=O)C(F)(F)F, predict the reactants needed to synthesize it. The reactants are: CC(=O)c1cc(Cl)ccc1NS(=O)(=O)C(F)(F)F.COC(=O)NN. (4) Given the product O=C1CCC2(CCNC2)CC1, predict the reactants needed to synthesize it. The reactants are: C1CC2(CCC3(CC2)OCCO3)CN1. (5) Given the product CO[C@@H]1CCN(C(=O)c2cc3nccc(Nc4ccc5[nH]c(C)c(Cl)c5c4)c3s2)C1, predict the reactants needed to synthesize it. The reactants are: CO[C@@H]1CCN(C(=O)c2cc3nccc(Cl)c3s2)C1.Cc1[nH]c2ccc(N)cc2c1Cl.